Dataset: Peptide-MHC class I binding affinity with 185,985 pairs from IEDB/IMGT. Task: Regression. Given a peptide amino acid sequence and an MHC pseudo amino acid sequence, predict their binding affinity value. This is MHC class I binding data. (1) The peptide sequence is MLNRYKLIY. The MHC is HLA-B39:01 with pseudo-sequence HLA-B39:01. The binding affinity (normalized) is 0.213. (2) The peptide sequence is EDQLLPFMS. The MHC is HLA-B44:03 with pseudo-sequence HLA-B44:03. The binding affinity (normalized) is 0. (3) The peptide sequence is ILFDRLPIA. The MHC is HLA-A02:01 with pseudo-sequence HLA-A02:01. The binding affinity (normalized) is 1.00.